The task is: Predict the reactants needed to synthesize the given product.. This data is from Full USPTO retrosynthesis dataset with 1.9M reactions from patents (1976-2016). Given the product [Br:1][C:2]1[N:3]=[C:4]2[C:11]([CH2:34][CH3:35])=[C:10]([C:13]3[CH:18]=[CH:17][C:16]([C:19]4([CH3:24])[O:23][CH2:22][CH2:21][O:20]4)=[CH:15][CH:14]=3)[N:9]([CH2:25][O:26][CH2:27][CH2:28][Si:29]([CH3:32])([CH3:31])[CH3:30])[C:5]2=[N:6][C:7]=1[CH3:8], predict the reactants needed to synthesize it. The reactants are: [Br:1][C:2]1[N:3]=[C:4]2[C:11](I)=[C:10]([C:13]3[CH:18]=[CH:17][C:16]([C:19]4([CH3:24])[O:23][CH2:22][CH2:21][O:20]4)=[CH:15][CH:14]=3)[N:9]([CH2:25][O:26][CH2:27][CH2:28][Si:29]([CH3:32])([CH3:31])[CH3:30])[C:5]2=[N:6][C:7]=1[CH3:8].[Li][CH2:34][CH2:35]CC.CI.